This data is from Peptide-MHC class II binding affinity with 134,281 pairs from IEDB. The task is: Regression. Given a peptide amino acid sequence and an MHC pseudo amino acid sequence, predict their binding affinity value. This is MHC class II binding data. The peptide sequence is AAAAAYEAAFAATVP. The MHC is DRB1_0701 with pseudo-sequence DRB1_0701. The binding affinity (normalized) is 0.584.